This data is from Full USPTO retrosynthesis dataset with 1.9M reactions from patents (1976-2016). The task is: Predict the reactants needed to synthesize the given product. Given the product [CH2:12]([N:5]1[CH2:6][C:2]([CH3:8])([CH3:1])[CH2:3][C:4]1=[O:7])[C:13]1[CH:18]=[CH:17][CH:16]=[CH:15][CH:14]=1, predict the reactants needed to synthesize it. The reactants are: [CH3:1][C:2]1([CH3:8])[CH2:6][NH:5][C:4](=[O:7])[CH2:3]1.[H-].[Na+].Br[CH2:12][C:13]1[CH:18]=[CH:17][CH:16]=[CH:15][CH:14]=1.